From a dataset of Peptide-MHC class I binding affinity with 185,985 pairs from IEDB/IMGT. Regression. Given a peptide amino acid sequence and an MHC pseudo amino acid sequence, predict their binding affinity value. This is MHC class I binding data. The peptide sequence is KTGESSRCY. The MHC is HLA-A29:02 with pseudo-sequence HLA-A29:02. The binding affinity (normalized) is 0.225.